This data is from Peptide-MHC class II binding affinity with 134,281 pairs from IEDB. The task is: Regression. Given a peptide amino acid sequence and an MHC pseudo amino acid sequence, predict their binding affinity value. This is MHC class II binding data. (1) The peptide sequence is GELQIVDKIDAAFKM. The MHC is DRB1_1101 with pseudo-sequence DRB1_1101. The binding affinity (normalized) is 0.379. (2) The peptide sequence is IPAGELQIIDKIDAA. The binding affinity (normalized) is 0.353. The MHC is HLA-DQA10501-DQB10201 with pseudo-sequence HLA-DQA10501-DQB10201.